This data is from Reaction yield outcomes from USPTO patents with 853,638 reactions. The task is: Predict the reaction yield, written as a fraction of the theoretical maximum amount of product (1.0 means a 100% yield; for example, 0.34 means a 34% yield). (1) The reactants are [F:1][C:2]1[CH:11]=[C:10]2[C:5]([CH:6]=[CH:7][CH:8]=[N:9]2)=[CH:4][C:3]=1[CH:12]([C:14]1[N:18]2[N:19]=[C:20]([C:23](=O)[CH3:24])[CH:21]=[CH:22][C:17]2=[N:16][CH:15]=1)[CH3:13].Cl.[NH2:27][NH:28][C:29]([NH2:31])=[O:30].C(N(CC)CC)C. The catalyst is CO. The product is [F:1][C:2]1[CH:11]=[C:10]2[C:5]([CH:6]=[CH:7][CH:8]=[N:9]2)=[CH:4][C:3]=1[CH:12]([C:14]1[N:18]2[N:19]=[C:20](/[C:23](=[N:27]/[NH:28][C:29]([NH2:31])=[O:30])/[CH3:24])[CH:21]=[CH:22][C:17]2=[N:16][CH:15]=1)[CH3:13]. The yield is 0.540. (2) The reactants are Cl[C:2]1[C:11]2[C:6](=[CH:7][CH:8]=[CH:9][CH:10]=2)[N:5]=[C:4]2[N:12]([C:16]3[CH:21]=[CH:20][CH:19]=[CH:18][N:17]=3)[N:13]=[C:14]([CH3:15])[C:3]=12.[NH:22]1[CH2:27][CH2:26][O:25][CH2:24][CH2:23]1.C(=O)([O-])[O-].[K+].[K+]. The catalyst is CN(C)C=O. The product is [CH3:15][C:14]1[C:3]2[C:4](=[N:5][C:6]3[C:11]([C:2]=2[N:22]2[CH2:27][CH2:26][O:25][CH2:24][CH2:23]2)=[CH:10][CH:9]=[CH:8][CH:7]=3)[N:12]([C:16]2[CH:21]=[CH:20][CH:19]=[CH:18][N:17]=2)[N:13]=1. The yield is 0.360. (3) The reactants are [N+:1]([C:4]1[CH:16]=[CH:15][C:7]([CH2:8][C:9]2[CH:14]=[CH:13][N:12]=[CH:11][CH:10]=2)=[CH:6][CH:5]=1)([O-])=O. The catalyst is CCO.[Pd]. The product is [N:12]1[CH:13]=[CH:14][C:9]([CH2:8][C:7]2[CH:6]=[CH:5][C:4]([NH2:1])=[CH:16][CH:15]=2)=[CH:10][CH:11]=1. The yield is 0.900. (4) The reactants are Br[C:2]1[CH:3]=[C:4]2[C:8](=[C:9]([CH:11]([CH3:13])[CH3:12])[CH:10]=1)[NH:7][N:6]=[CH:5]2.[H-].[Na+].C([Li])(CC)C.C1CCCCC1.Cl.[C:28](=O)(O)[O-:29].[Na+]. The catalyst is CN(C)C=O.O1CCCC1. The product is [CH:11]([C:9]1[CH:10]=[C:2]([CH:28]=[O:29])[CH:3]=[C:4]2[C:8]=1[NH:7][N:6]=[CH:5]2)([CH3:13])[CH3:12]. The yield is 0.920. (5) The reactants are [S:1]1[C:5]([CH2:6][O:7][C:8]([NH:10][C@H:11]([CH2:33][C:34]2[CH:39]=[CH:38][CH:37]=[CH:36][CH:35]=2)[CH2:12][NH:13][CH2:14][C@@H:15]([NH:23][C:24]([O:26][CH2:27][C:28]2[S:32][CH:31]=[N:30][CH:29]=2)=[O:25])[CH2:16][C:17]2[CH:22]=[CH:21][CH:20]=[CH:19][CH:18]=2)=[O:9])=[CH:4][N:3]=[CH:2]1.[CH3:40][CH:41]([CH3:44])[CH:42]=O.C(O)(=O)C.C(O[BH-](OC(=O)C)OC(=O)C)(=O)C.[Na+]. No catalyst specified. The product is [CH3:40][CH:41]([CH3:44])[CH2:42][N:13]([CH2:14][C@H:15]([NH:23][C:24]([O:26][CH2:27][C:28]1[S:32][CH:31]=[N:30][CH:29]=1)=[O:25])[CH2:16][C:17]1[CH:18]=[CH:19][CH:20]=[CH:21][CH:22]=1)[CH2:12][C@@H:11]([NH:10][C:8]([O:7][CH2:6][C:5]1[S:1][CH:2]=[N:3][CH:4]=1)=[O:9])[CH2:33][C:34]1[CH:39]=[CH:38][CH:37]=[CH:36][CH:35]=1. The yield is 0.520. (6) The reactants are Br[C:2]1[CH:7]=[CH:6][CH:5]=[CH:4][N:3]=1.[CH2:8]([C:12]1[S:13][C:14]2[C:20]([CH3:21])=[CH:19][CH:18]=[C:17]([CH3:22])[C:15]=2[N:16]=1)[CH2:9][C:10]#[CH:11]. No catalyst specified. The product is [CH3:22][C:17]1[C:15]2[N:16]=[C:12]([CH2:8][CH2:9][C:10]#[C:11][C:2]3[CH:7]=[CH:6][CH:5]=[CH:4][N:3]=3)[S:13][C:14]=2[C:20]([CH3:21])=[CH:19][CH:18]=1. The yield is 0.180.